This data is from Catalyst prediction with 721,799 reactions and 888 catalyst types from USPTO. The task is: Predict which catalyst facilitates the given reaction. (1) Reactant: [K].[S:2]1[CH2:6][C:5](=[O:7])[NH:4][C:3]1=[O:8].Br[CH2:10][C:11]([C:13]1[CH:18]=[CH:17][C:16]([N+:19]([O-:21])=[O:20])=[CH:15][CH:14]=1)=[O:12]. Product: [N+:19]([C:16]1[CH:15]=[CH:14][C:13]([C:11](=[O:12])[CH2:10][N:4]2[C:5](=[O:7])[CH2:6][S:2][C:3]2=[O:8])=[CH:18][CH:17]=1)([O-:21])=[O:20]. The catalyst class is: 21. (2) Reactant: [CH:1]1([O:7][C:8]([O:10][CH:11](Cl)[CH3:12])=[O:9])[CH2:6][CH2:5][CH2:4][CH2:3][CH2:2]1.[Na+].[I-:15]. Product: [CH:1]1([O:7][C:8]([O:10][CH:11]([I:15])[CH3:12])=[O:9])[CH2:6][CH2:5][CH2:4][CH2:3][CH2:2]1. The catalyst class is: 23.